Predict the reactants needed to synthesize the given product. From a dataset of Full USPTO retrosynthesis dataset with 1.9M reactions from patents (1976-2016). (1) Given the product [CH3:43][C:25]1[NH:24][N:23]=[C:22]([C:20]2[NH:19][C:18]3[CH:44]=[CH:45][C:15]([NH:14][C:11](=[O:13])[CH2:10][NH:9][C:7]([C@@H:5]4[CH2:4][CH2:3][C:2](=[O:1])[O:6]4)=[O:8])=[CH:16][C:17]=3[N:21]=2)[C:26]=1[C:27]([NH:29][CH:30]1[CH2:35][CH2:34][NH:33][CH2:32][CH2:31]1)=[O:28], predict the reactants needed to synthesize it. The reactants are: [O:1]=[C:2]1[O:6][C@H:5]([C:7]([NH:9][CH2:10][C:11]([OH:13])=O)=[O:8])[CH2:4][CH2:3]1.[NH2:14][C:15]1[CH:45]=[CH:44][C:18]2[NH:19][C:20]([C:22]3[C:26]([C:27]([NH:29][CH:30]4[CH2:35][CH2:34][N:33](C(OC(C)(C)C)=O)[CH2:32][CH2:31]4)=[O:28])=[C:25]([CH3:43])[NH:24][N:23]=3)=[N:21][C:17]=2[CH:16]=1.CCN=C=NCCCN(C)C.Cl.C1C=CC2N(O)N=NC=2C=1.CCN(C(C)C)C(C)C. (2) Given the product [CH3:2][O:3][C:4]([C@H:6]1[CH2:11][CH2:10][C@H:9]([CH2:12][N:13]([CH3:27])[S:14]([C:17]2[CH:22]=[CH:21][C:20]([C:23]([F:26])([F:24])[F:25])=[CH:19][CH:18]=2)(=[O:16])=[O:15])[CH2:8][CH2:7]1)=[O:5], predict the reactants needed to synthesize it. The reactants are: [Na].[CH3:2][O:3][C:4]([C@H:6]1[CH2:11][CH2:10][C@H:9]([CH2:12][NH:13][S:14]([C:17]2[CH:22]=[CH:21][C:20]([C:23]([F:26])([F:25])[F:24])=[CH:19][CH:18]=2)(=[O:16])=[O:15])[CH2:8][CH2:7]1)=[O:5].[CH3:27]I. (3) Given the product [CH3:34][O:35][C:2]1[C:3]2[C:8]([N:9]=[C:10]3[C:15]=1[C:14]1[CH:16]=[CH:17][CH:18]=[CH:19][C:13]=1[CH2:12][CH2:11]3)=[CH:7][CH:6]=[CH:5][C:4]=2[C:23]([O:26][CH3:30])=[O:24], predict the reactants needed to synthesize it. The reactants are: O=[C:2]1[C:15]2[C:14]3[CH:16]=[CH:17][CH:18]=[CH:19][C:13]=3[CH2:12][CH2:11][C:10]=2[NH:9][C:8]2[C:3]1=[C:4](C(O)=O)[CH:5]=[CH:6][CH:7]=2.[C:23]([O-:26])([O-])=[O:24].[K+].[K+].I[CH3:30].CN([CH:34]=[O:35])C.